From a dataset of Full USPTO retrosynthesis dataset with 1.9M reactions from patents (1976-2016). Predict the reactants needed to synthesize the given product. (1) Given the product [CH:1]1([CH2:9][C:10]2[NH:11][C:12](=[O:16])[NH:13][CH:14]=2)[C:8]2[CH2:7][CH2:6][CH2:5][C:4]=2[CH2:3][CH2:2]1, predict the reactants needed to synthesize it. The reactants are: [CH:1]1([CH2:9][C:10]2[N:11]=[CH:12][NH:13][CH:14]=2)[C:8]2[CH2:7][CH2:6][CH2:5][C:4]=2[CH2:3][CH2:2]1.C([O-])(O)=[O:16].[Na+].ClC(OC1C=CC=CC=1)=O. (2) Given the product [CH3:12][O:13][C:14](=[O:31])[C:15]1[CH:20]=[C:19]([N:21]([C:23](=[O:25])[CH3:24])[CH3:22])[C:18]([C:26]([F:27])([F:29])[F:28])=[CH:17][C:16]=1[NH:30][C:2]([O:4][C:5]1[CH:10]=[CH:9][C:8]([Cl:11])=[CH:7][CH:6]=1)=[O:3], predict the reactants needed to synthesize it. The reactants are: Cl[C:2]([O:4][C:5]1[CH:10]=[CH:9][C:8]([Cl:11])=[CH:7][CH:6]=1)=[O:3].[CH3:12][O:13][C:14](=[O:31])[C:15]1[CH:20]=[C:19]([N:21]([C:23](=[O:25])[CH3:24])[CH3:22])[C:18]([C:26]([F:29])([F:28])[F:27])=[CH:17][C:16]=1[NH2:30]. (3) Given the product [CH:14]([N:5]1[C:4]2[N:3]=[C:2]([NH:30][C:23]3[CH:24]=[C:25]([N+:27]([O-:29])=[O:28])[CH:26]=[C:21]([S:18]([CH3:17])(=[O:20])=[O:19])[CH:22]=3)[N:11]=[CH:10][C:9]=2[N:8]([CH3:12])[C:7](=[O:13])[CH2:6]1)([CH3:16])[CH3:15], predict the reactants needed to synthesize it. The reactants are: Cl[C:2]1[N:11]=[CH:10][C:9]2[N:8]([CH3:12])[C:7](=[O:13])[CH2:6][N:5]([CH:14]([CH3:16])[CH3:15])[C:4]=2[N:3]=1.[CH3:17][S:18]([C:21]1[CH:22]=[C:23]([NH2:30])[CH:24]=[C:25]([N+:27]([O-:29])=[O:28])[CH:26]=1)(=[O:20])=[O:19]. (4) Given the product [Cl:1][C:2]1[CH:18]=[CH:17][C:5]2[CH2:6][CH2:7][N:8]([C:11](=[O:16])[C:12]([F:15])([F:14])[F:13])[CH2:9][CH2:10][C:4]=2[C:3]=1[NH:38][CH2:37][C:36]1[CH:39]=[CH:40][C:33]([CH2:32][NH:31][C:29](=[O:30])[C:28]([CH3:41])([CH3:27])[CH3:42])=[CH:34][CH:35]=1, predict the reactants needed to synthesize it. The reactants are: [Cl:1][C:2]1[CH:18]=[CH:17][C:5]2[CH2:6][CH2:7][N:8]([C:11](=[O:16])[C:12]([F:15])([F:14])[F:13])[CH2:9][CH2:10][C:4]=2[C:3]=1OS(C(F)(F)F)(=O)=O.[CH3:27][C:28]([CH3:42])([CH3:41])[C:29]([NH:31][CH2:32][C:33]1[CH:40]=[CH:39][C:36]([CH2:37][NH2:38])=[CH:35][CH:34]=1)=[O:30]. (5) Given the product [CH3:28][N:29]([CH3:31])/[CH:30]=[CH:26]/[C:25]([C:23]1[N:22]=[CH:21][N:20]([C:1]([C:14]2[CH:15]=[CH:16][CH:17]=[CH:18][CH:19]=2)([C:8]2[CH:9]=[CH:10][CH:11]=[CH:12][CH:13]=2)[C:2]2[CH:7]=[CH:6][CH:5]=[CH:4][CH:3]=2)[CH:24]=1)=[O:27], predict the reactants needed to synthesize it. The reactants are: [C:1]([N:20]1[CH:24]=[C:23]([C:25](=[O:27])[CH3:26])[N:22]=[CH:21]1)([C:14]1[CH:19]=[CH:18][CH:17]=[CH:16][CH:15]=1)([C:8]1[CH:13]=[CH:12][CH:11]=[CH:10][CH:9]=1)[C:2]1[CH:7]=[CH:6][CH:5]=[CH:4][CH:3]=1.[CH3:28][N:29]([CH:31](OC)OC)[CH3:30].